From a dataset of Catalyst prediction with 721,799 reactions and 888 catalyst types from USPTO. Predict which catalyst facilitates the given reaction. (1) Reactant: [OH:1][C:2]1[CH:3]=[C:4]([CH:7]=[CH:8][C:9]=1[I:10])[C:5]#[N:6].[C:11]([O:15][C:16]([N:18]1[CH2:22][CH2:21][CH2:20][C@@H:19]1[CH2:23]OS(CC1C=CC(C)=CC=1)(=O)=O)=[O:17])([CH3:14])([CH3:13])[CH3:12].C(=O)([O-])[O-].[K+].[K+].C(OCC)(=O)C. Product: [I:10][C:9]1[CH:8]=[CH:7][C:4]([C:5]#[N:6])=[CH:3][C:2]=1[O:1][CH2:23][C@H:19]1[CH2:20][CH2:21][CH2:22][N:18]1[C:16]([O:15][C:11]([CH3:12])([CH3:14])[CH3:13])=[O:17]. The catalyst class is: 3. (2) Reactant: [CH3:1][C@@:2]12[C:10](=[O:11])[CH2:9][CH2:8][C@H:7]1[C@@H:6]1[CH2:12][CH:13]=[C:14]3[CH2:19][C@@H:18]([OH:20])[CH2:17][CH2:16][C@:15]3([CH3:21])[C@H:5]1[CH2:4][CH2:3]2.CN(C1C=CC=CN=1)C.[C:31]([OH:36])(=[O:35])[C:32]([CH3:34])=[O:33].C1(N=C=NC2CCCCC2)CCCCC1. Product: [CH3:1][C@@:2]12[C:10](=[O:11])[CH2:9][CH2:8][C@H:7]1[C@@H:6]1[CH2:12][CH:13]=[C:14]3[CH2:19][C@@H:18]([OH:20])[CH2:17][CH2:16][C@:15]3([CH3:21])[C@H:5]1[CH2:4][CH2:3]2.[C:31]([O-:36])(=[O:35])[C:32]([CH3:34])=[O:33]. The catalyst class is: 2. (3) Reactant: [C:1]([O:5][C:6]([N:8]1[CH2:11][CH2:10][C@:9]1([CH3:15])[C:12]([OH:14])=O)=[O:7])([CH3:4])([CH3:3])[CH3:2].ClC(N(C)C)=C(C)C.Cl.[CH3:25][O:26][C:27](=[O:40])[CH2:28][CH2:29][CH2:30][NH:31][CH2:32][C:33]1[CH:38]=[CH:37][CH:36]=[C:35]([Cl:39])[CH:34]=1.C([O-])(O)=O.[Na+]. Product: [C:1]([O:5][C:6]([N:8]1[CH2:11][CH2:10][C@@:9]1([C:12](=[O:14])[N:31]([CH2:32][C:33]1[CH:38]=[CH:37][CH:36]=[C:35]([Cl:39])[CH:34]=1)[CH2:30][CH2:29][CH2:28][C:27]([O:26][CH3:25])=[O:40])[CH3:15])=[O:7])([CH3:2])([CH3:3])[CH3:4]. The catalyst class is: 2. (4) Reactant: [Cl:1][C:2]1[CH:21]=[C:20]([C:22]([F:25])([F:24])[F:23])[CH:19]=[CH:18][C:3]=1[CH2:4][N:5]1[C:9]([C:10](OCC)=[O:11])=[CH:8][C:7]([CH:15]2[CH2:17][CH2:16]2)=[N:6]1.[H-].C([Al+]CC(C)C)C(C)C.O.O.O.O.O.O.O.O.O.O.[O-]S([O-])(=O)=O.[Na+].[Na+]. Product: [Cl:1][C:2]1[CH:21]=[C:20]([C:22]([F:25])([F:23])[F:24])[CH:19]=[CH:18][C:3]=1[CH2:4][N:5]1[C:9]([CH2:10][OH:11])=[CH:8][C:7]([CH:15]2[CH2:16][CH2:17]2)=[N:6]1. The catalyst class is: 207. (5) Reactant: [C:1]([O:5][C:6](=[O:11])[NH:7][CH2:8][CH2:9]O)([CH3:4])([CH3:3])[CH3:2].C1(P([N:26]=[N+:27]=[N-:28])(C2C=CC=CC=2)=O)C=CC=CC=1.C1(P(C2C=CC=CC=2)C2C=CC=CC=2)C=CC=CC=1.CCOC(/N=N/C(OCC)=O)=O.C1(C)C=CC=CC=1. Product: [C:1]([O:5][C:6](=[O:11])[NH:7][CH2:8][CH2:9][N:26]=[N+:27]=[N-:28])([CH3:4])([CH3:3])[CH3:2]. The catalyst class is: 7.